Dataset: Reaction yield outcomes from USPTO patents with 853,638 reactions. Task: Predict the reaction yield, written as a fraction of the theoretical maximum amount of product (1.0 means a 100% yield; for example, 0.34 means a 34% yield). (1) The reactants are [CH3:1][O:2][C:3]1[CH:4]=[C:5]2[C:10](=[CH:11][C:12]=1[O:13][CH3:14])[N:9]=[CH:8][CH:7]=[C:6]2[O:15][C:16]1[CH:21]=[CH:20][C:19]([NH2:22])=[CH:18][C:17]=1[F:23].[NH4+].[N:25]#[C:26][S-:27].BrBr. The catalyst is CC(O)=O. The product is [CH3:1][O:2][C:3]1[CH:4]=[C:5]2[C:10](=[CH:11][C:12]=1[O:13][CH3:14])[N:9]=[CH:8][CH:7]=[C:6]2[O:15][C:16]1[C:17]([F:23])=[CH:18][C:19]2[N:22]=[C:26]([NH2:25])[S:27][C:20]=2[CH:21]=1. The yield is 0.480. (2) The reactants are [Cl:1][C:2]1[C:10]([C:11]2[CH:12]=[CH:13][C:14]([NH2:17])=[N:15][CH:16]=2)=[CH:9][C:8]2[CH2:7][CH2:6][O:5][C:4]=2[CH:3]=1.[F:18][C:19]1[CH:27]=[CH:26][CH:25]=[CH:24][C:20]=1[C:21](Cl)=[O:22].CCN(C(C)C)C(C)C.C([O-])(O)=O.[Na+].C(Cl)Cl. The catalyst is C(Cl)Cl. The product is [Cl:1][C:2]1[C:10]([C:11]2[CH:12]=[CH:13][C:14]([NH:17][C:21]([C:20]3[CH:24]=[CH:25][CH:26]=[CH:27][C:19]=3[F:18])=[O:22])=[N:15][CH:16]=2)=[CH:9][C:8]2[CH2:7][CH2:6][O:5][C:4]=2[CH:3]=1. The yield is 0.458. (3) The reactants are C(OCC)(=O)C.C(OC([N:14]1[CH2:19][CH2:18][CH:17]([O:20][C:21]2[CH:26]=[CH:25][C:24]([Cl:27])=[CH:23][CH:22]=2)[CH2:16][CH2:15]1)=O)(C)(C)C. The catalyst is Cl. The product is [ClH:27].[Cl:27][C:24]1[CH:25]=[CH:26][C:21]([O:20][CH:17]2[CH2:16][CH2:15][NH:14][CH2:19][CH2:18]2)=[CH:22][CH:23]=1. The yield is 0.752. (4) The reactants are [CH2:1]([C:3]1[S:37][C:6]2[N:7]([CH2:22][C:23]3[CH:28]=[CH:27][C:26]([C:29]4[C:30]([C:35]#[N:36])=[CH:31][CH:32]=[CH:33][CH:34]=4)=[CH:25][CH:24]=3)[C:8](=[O:21])[N:9]([CH2:12][CH2:13][N:14]3[CH:18]=[CH:17][N:16]=[C:15]3[CH:19]=[O:20])[C:10](=[O:11])[C:5]=2[CH:4]=1)[CH3:2].[BH4-].[Na+]. The catalyst is CO. The yield is 0.910. The product is [CH2:1]([C:3]1[S:37][C:6]2[N:7]([CH2:22][C:23]3[CH:28]=[CH:27][C:26]([C:29]4[C:30]([C:35]#[N:36])=[CH:31][CH:32]=[CH:33][CH:34]=4)=[CH:25][CH:24]=3)[C:8](=[O:21])[N:9]([CH2:12][CH2:13][N:14]3[CH:18]=[CH:17][N:16]=[C:15]3[CH2:19][OH:20])[C:10](=[O:11])[C:5]=2[CH:4]=1)[CH3:2]. (5) The reactants are [CH:1]1([C:9]([OH:11])=O)[C:3]2([CH2:8][CH2:7][CH2:6][CH2:5][CH2:4]2)[CH2:2]1.C(N1C=CN=C1)([N:14]1C=CN=C1)=O.[OH-].[NH4+]. The catalyst is C(OCC)(=O)C. The product is [CH:1]1([C:9]([NH2:14])=[O:11])[C:3]2([CH2:8][CH2:7][CH2:6][CH2:5][CH2:4]2)[CH2:2]1. The yield is 0.780. (6) The reactants are [Br:1][C:2]1[CH:7]=[CH:6][C:5]([S:8]([N-:11][C:12]([CH3:15])([CH3:14])[CH3:13])(=[O:10])=[O:9])=[CH:4][CH:3]=1.[C:16](=O)([O-])[O-].[K+].[K+].IC.O. The catalyst is CN(C=O)C. The product is [Br:1][C:2]1[CH:3]=[CH:4][C:5]([S:8]([N:11]([C:12]([CH3:15])([CH3:14])[CH3:13])[CH3:16])(=[O:10])=[O:9])=[CH:6][CH:7]=1. The yield is 0.730. (7) The product is [N:14]1[C:6]2[C:5]3[S:15][C:2]([C:20]4[CH:21]=[CH:22][C:17]([NH2:16])=[N:18][CH:19]=4)=[CH:3][C:4]=3[CH2:10][CH2:9][O:8][C:7]=2[CH:11]=[CH:12][CH:13]=1. The catalyst is C(=O)([O-])[O-].[Na+].[Na+].O.Cl[Pd](Cl)([P](C1C=CC=CC=1)(C1C=CC=CC=1)C1C=CC=CC=1)[P](C1C=CC=CC=1)(C1C=CC=CC=1)C1C=CC=CC=1. The yield is 0.360. The reactants are Br[C:2]1[S:15][C:5]2[C:6]3[N:14]=[CH:13][CH:12]=[CH:11][C:7]=3[O:8][CH2:9][CH2:10][C:4]=2[CH:3]=1.[NH2:16][C:17]1[CH:22]=[CH:21][C:20](B(O)O)=[CH:19][N:18]=1.C(#N)C. (8) The reactants are [OH:1][C:2]1[C:7](=[O:8])[CH:6]=[CH:5][N:4]([CH3:9])[C:3]=1[CH:10](O)[C:11]([F:14])([F:13])[F:12].[CH3:16][N:17]1[CH2:22][CH2:21][NH:20][CH2:19][CH2:18]1. No catalyst specified. The product is [OH:1][C:2]1[C:7](=[O:8])[CH:6]=[CH:5][N:4]([CH3:9])[C:3]=1[CH:10]([N:20]1[CH2:21][CH2:22][N:17]([CH3:16])[CH2:18][CH2:19]1)[C:11]([F:14])([F:13])[F:12]. The yield is 0.290.